Dataset: Full USPTO retrosynthesis dataset with 1.9M reactions from patents (1976-2016). Task: Predict the reactants needed to synthesize the given product. (1) Given the product [CH2:21]1[C:22]2=[CH:24][C:25]3[NH:29][C:28]([CH:30]=[C:31]4[N:36]=[C:34]([CH:35]=[C:15]5[NH:16][C:17](=[CH:18][C:19](=[N:23]2)[CH2:20]1)[CH:13]=[CH:14]5)[CH:33]=[CH:32]4)=[CH:27][CH:26]=3, predict the reactants needed to synthesize it. The reactants are: O=C[C@@H]([C@H]([C@H]([C@@H](CO)O)O)O)O.[CH2:13]1[C:17]2=[CH:18][C:19]3[NH:23][C:22]([CH:24]=[C:25]4[N:29]=[C:28]([CH:30]=[C:31]5[NH:36][C:34](=[CH:35][C:15](=[N:16]2)[CH2:14]1)[CH:33]=[CH:32]5)[CH:27]=[CH:26]4)=[CH:21][CH:20]=3.C1CCC=CC=1. (2) Given the product [ClH:35].[Cl:35][C:31]1[CH:32]=[C:33]2[C:28](=[CH:29][CH:30]=1)[NH:27][C:26]([C:24]([NH:23][C@@H:14]1[CH2:15][CH2:16][C@@H:17]([C:19]([OH:22])([CH3:21])[CH3:20])[CH2:18][C@@H:13]1[NH2:12])=[O:25])=[CH:34]2, predict the reactants needed to synthesize it. The reactants are: Cl.C(O)C.C(OC([NH:12][C@H:13]1[CH2:18][C@H:17]([C:19]([OH:22])([CH3:21])[CH3:20])[CH2:16][CH2:15][C@H:14]1[NH:23][C:24]([C:26]1[NH:27][C:28]2[C:33]([CH:34]=1)=[CH:32][C:31]([Cl:35])=[CH:30][CH:29]=2)=[O:25])=O)(C)(C)C.